From a dataset of Forward reaction prediction with 1.9M reactions from USPTO patents (1976-2016). Predict the product of the given reaction. (1) Given the reactants [O:1]1[C:5]2[CH:6]=[CH:7][CH:8]=[CH:9][C:4]=2[C:3]([NH:10][C:11]([N:13]2[CH2:18][CH2:17][N:16]([C:19]3[S:23][N:22]=[C:21]([N:24]4[CH2:29][CH2:28][CH:27]([C:30](O)=[O:31])[CH2:26][CH2:25]4)[N:20]=3)[CH2:15][CH2:14]2)=[O:12])=[N:2]1.ON1C2C=CC=CC=2N=N1.Cl.CN(C)CCCN=C=NCC.[NH2:55][CH2:56][CH2:57][NH:58][C:59](=[O:65])[O:60][C:61]([CH3:64])([CH3:63])[CH3:62], predict the reaction product. The product is: [O:1]1[C:5]2[CH:6]=[CH:7][CH:8]=[CH:9][C:4]=2[C:3]([NH:10][C:11]([N:13]2[CH2:14][CH2:15][N:16]([C:19]3[S:23][N:22]=[C:21]([N:24]4[CH2:25][CH2:26][CH:27]([C:30]([NH:55][CH2:56][CH2:57][NH:58][C:59](=[O:65])[O:60][C:61]([CH3:63])([CH3:62])[CH3:64])=[O:31])[CH2:28][CH2:29]4)[N:20]=3)[CH2:17][CH2:18]2)=[O:12])=[N:2]1. (2) Given the reactants C(OC([N:8]1[C@H:13]2[CH:14]=[CH:15][C@@H:9]1[CH2:10][C:11]([C:18]1[CH:19]=[N:20][CH:21]=[C:22]([Br:24])[CH:23]=1)([C:16]#[N:17])[CH2:12]2)=O)(C)(C)C.FC(F)(F)C(O)=O.C(OCC)(=O)C, predict the reaction product. The product is: [Br:24][C:22]1[CH:23]=[C:18]([C:11]2([C:16]#[N:17])[CH2:12][C@H:13]3[NH:8][C@H:9]([CH:15]=[CH:14]3)[CH2:10]2)[CH:19]=[N:20][CH:21]=1.[Br:24][C:22]1[CH:23]=[C:18]([C:11]2([C:16]#[N:17])[CH2:12][C@H:13]3[NH:8][C@H:9]([CH2:15][CH2:14]3)[CH2:10]2)[CH:19]=[N:20][CH:21]=1.